Dataset: Reaction yield outcomes from USPTO patents with 853,638 reactions. Task: Predict the reaction yield, written as a fraction of the theoretical maximum amount of product (1.0 means a 100% yield; for example, 0.34 means a 34% yield). (1) The reactants are [CH3:1][S:2](Cl)(=[O:4])=[O:3].[CH2:6]([O:8][C:9]1[CH:14]=[CH:13][C:12]([C:15]2[CH:20]=[CH:19][C:18]([CH2:21][CH2:22][OH:23])=[CH:17][CH:16]=2)=[C:11]([F:24])[C:10]=1[F:25])[CH3:7].C(N(CC)CC)C. The catalyst is ClCCl. The product is [CH3:1][S:2]([O:23][CH2:22][CH2:21][C:18]1[CH:19]=[CH:20][C:15]([C:12]2[CH:13]=[CH:14][C:9]([O:8][CH2:6][CH3:7])=[C:10]([F:25])[C:11]=2[F:24])=[CH:16][CH:17]=1)(=[O:4])=[O:3]. The yield is 0.926. (2) The reactants are [CH3:1][C:2]1[CH:3]=[C:4]([C:19]2[S:23][C:22]([C:24]3[CH2:29][CH2:28][CH:27]([C:30]([O:32][CH2:33][CH3:34])=[O:31])[CH2:26][CH:25]=3)=[N:21][CH:20]=2)[CH:5]=[C:6]([NH:8][C:9]2[N:14]=[C:13]([C:15]([F:18])([F:17])[F:16])[CH:12]=[CH:11][N:10]=2)[CH:7]=1. The catalyst is C(O)C. The product is [CH3:1][C:2]1[CH:3]=[C:4]([C:19]2[S:23][C:22]([CH:24]3[CH2:29][CH2:28][CH:27]([C:30]([O:32][CH2:33][CH3:34])=[O:31])[CH2:26][CH2:25]3)=[N:21][CH:20]=2)[CH:5]=[C:6]([NH:8][C:9]2[N:14]=[C:13]([C:15]([F:18])([F:17])[F:16])[CH:12]=[CH:11][N:10]=2)[CH:7]=1. The yield is 0.490. (3) The reactants are [C:1]([C:3]1[CH:4]=[C:5]([S:9](Cl)(=[O:11])=[O:10])[CH:6]=[CH:7][CH:8]=1)#[N:2].[CH:13]1([NH2:19])[CH2:18][CH2:17][CH2:16][CH2:15][CH2:14]1.[C:20](O[C:20]([O:22][C:23]([CH3:26])([CH3:25])[CH3:24])=[O:21])([O:22][C:23]([CH3:26])([CH3:25])[CH3:24])=[O:21].C(#N)C. The catalyst is ClCCl.CN(C)C1C=CN=CC=1. The product is [C:1]([C:3]1[CH:4]=[C:5]([S:9]([N:19]([C:20]([O:22][C:23]([CH3:26])([CH3:25])[CH3:24])=[O:21])[CH:13]2[CH2:18][CH2:17][CH2:16][CH2:15][CH2:14]2)(=[O:11])=[O:10])[CH:6]=[CH:7][CH:8]=1)#[N:2]. The yield is 0.790. (4) The reactants are C(O[CH:4](OCC)[CH2:5][N:6]([CH3:8])[CH3:7])C.Cl.[OH-].[K+].[Cl:15][C:16]1[CH:17]=[C:18]([NH:30][C:31]2[C:32]3[CH:40]=[C:39]([NH:41][C:42](=[O:52])[CH2:43]P(=O)(OCC)OCC)[N:38]=[CH:37][C:33]=3[N:34]=[CH:35][N:36]=2)[CH:19]=[CH:20][C:21]=1[O:22][CH2:23][C:24]1[CH:29]=[CH:28][CH:27]=[CH:26][N:25]=1.[Li+].[Cl-]. The catalyst is O.C(Cl)Cl.CO.CC(N(C)C)=O. The product is [Cl:15][C:16]1[CH:17]=[C:18]([CH:19]=[CH:20][C:21]=1[O:22][CH2:23][C:24]1[CH:29]=[CH:28][CH:27]=[CH:26][N:25]=1)[NH:30][C:31]1[C:32]2[CH:40]=[C:39]([NH:41][C:42](=[O:52])/[CH:43]=[CH:4]/[CH2:5][N:6]([CH3:8])[CH3:7])[N:38]=[CH:37][C:33]=2[N:34]=[CH:35][N:36]=1. The yield is 0.830.